From a dataset of HIV replication inhibition screening data with 41,000+ compounds from the AIDS Antiviral Screen. Binary Classification. Given a drug SMILES string, predict its activity (active/inactive) in a high-throughput screening assay against a specified biological target. The compound is Cc1cc2c(c3c1c1ccccc1n3C)C(=O)C=CC2=O. The result is 0 (inactive).